This data is from Forward reaction prediction with 1.9M reactions from USPTO patents (1976-2016). The task is: Predict the product of the given reaction. (1) The product is: [Cl:1][C:2]1[C:10]([O:11][CH2:12][CH3:13])=[C:9]([Cl:14])[CH:8]=[C:7]([F:15])[C:3]=1[C:4]([Cl:20])=[O:5]. Given the reactants [Cl:1][C:2]1[C:10]([O:11][CH2:12][CH3:13])=[C:9]([Cl:14])[CH:8]=[C:7]([F:15])[C:3]=1[C:4](O)=[O:5].C(Cl)(C([Cl:20])=O)=O, predict the reaction product. (2) Given the reactants [Cl:1][C:2]1[CH:10]=[CH:9][CH:8]=[CH:7][C:3]=1[C:4](Cl)=[O:5].[OH:11][C:12]1[CH:13]=[C:14]([CH:26]=[CH:27][CH:28]=1)[O:15][C:16]1[CH:17]=[C:18]([C:24]#[N:25])[CH:19]=[C:20]([CH:23]=1)[C:21]#[N:22].C(N(CC)CC)C, predict the reaction product. The product is: [C:24]([C:18]1[CH:17]=[C:16]([CH:23]=[C:20]([C:21]#[N:22])[CH:19]=1)[O:15][C:14]1[CH:13]=[C:12]([O:11][C:4](=[O:5])[C:3]2[CH:7]=[CH:8][CH:9]=[CH:10][C:2]=2[Cl:1])[CH:28]=[CH:27][CH:26]=1)#[N:25]. (3) Given the reactants Cl[C:2]1[CH:11]=[C:10]2[C:5]([CH:6]=[C:7]([S:13]([NH:16][C:17]3[CH:22]=[CH:21][C:20]([O:23][CH3:24])=[CH:19][CH:18]=3)(=[O:15])=[O:14])[C:8](=[O:12])[NH:9]2)=[CH:4][CH:3]=1.BrC1C=C(Br)C=C2C=1C=C(S(NC1C=CC(OC)=CC=1)(=O)=O)C(=O)N2.OC1C=C(C2C3C(=CC=CC=3)NC(=O)C=2S(N)(=O)=O)C=CC=1OC.NC1C=C(NS(C2C(=O)NC3C(C=2)=CC=CC=3)(=O)=O)C=CC=1F.ClC1C=C2C(C=C(S(NC3C=CC(F)=C(N)C=3)(=O)=O)C(=O)N2)=CC=1.BrC1C=C(Br)C=C2C=1C=C(C(NC1C=CC(F)=C(N)C=1)=O)C(=O)N2.BrC1C=CC(NS(C2C(=O)NC3C(C=2)=CC=CC=3)(=O)=O)=CC=1.BrC1C=C(Br)C=C2C=1C=C(S(NC1C=CC(Br)=CC=1)(=O)=O)C(=O)N2, predict the reaction product. The product is: [CH3:24][O:23][C:20]1[CH:21]=[CH:22][C:17]([NH:16][S:13]([C:7]2[C:8](=[O:12])[NH:9][C:10]3[C:5]([CH:6]=2)=[CH:4][CH:3]=[CH:2][CH:11]=3)(=[O:15])=[O:14])=[CH:18][CH:19]=1. (4) Given the reactants [CH2:1]=[CH:2][CH2:3][CH2:4][CH2:5][CH2:6][CH2:7][CH2:8][CH2:9][CH2:10][CH2:11][CH2:12][CH:13]=[CH2:14].[CH2:15]([O:17][SiH:18]([O:22][CH2:23][CH3:24])[O:19][CH2:20][CH3:21])[CH3:16].C([Si](C)(C)[O:28][SiH3:29])=C.[C:32]1([CH3:39])C(C)=CC=CC=1, predict the reaction product. The product is: [CH2:15]([O:17][Si:18]([O:22][CH2:23][CH3:24])([O:19][CH2:20][CH3:21])[CH2:14][CH2:13][CH2:12][CH2:11][CH2:10][CH2:9][CH2:8][CH2:7][CH2:6][CH2:5][CH2:4][CH2:3][CH2:2][CH2:1][Si:29]([O:28][CH2:32][CH3:39])([O:19][CH2:20][CH3:21])[O:17][CH2:15][CH3:16])[CH3:16]. (5) Given the reactants [CH:1](=O)[CH2:2][CH2:3][CH2:4][CH:5]=[O:6].Cl.[CH2:9]([NH2:16])[C:10]1[CH:15]=[CH:14][CH:13]=[CH:12][CH:11]=1.O=[C:18]([CH2:23]C(O)=O)[CH2:19]C(O)=O.C([O-])(=O)C.[Na+].Cl, predict the reaction product. The product is: [CH2:9]([N:16]1[CH:3]2[CH2:2][CH2:1][CH2:23][CH:18]1[CH2:19][C:5](=[O:6])[CH2:4]2)[C:10]1[CH:15]=[CH:14][CH:13]=[CH:12][CH:11]=1.